Dataset: Full USPTO retrosynthesis dataset with 1.9M reactions from patents (1976-2016). Task: Predict the reactants needed to synthesize the given product. Given the product [CH3:20][O:19][C:14]1[CH:15]=[CH:16][CH:17]=[CH:18][C:13]=1[CH2:12][NH:11][C:9]([NH:8][C:5]1[CH:4]=[CH:3][C:2]([C:22]2[S:21][CH:25]=[CH:24][CH:23]=2)=[CH:7][N:6]=1)=[NH:10], predict the reactants needed to synthesize it. The reactants are: I[C:2]1[CH:3]=[CH:4][C:5]([NH:8][C:9]([NH:11][CH2:12][C:13]2[CH:18]=[CH:17][CH:16]=[CH:15][C:14]=2[O:19][CH3:20])=[NH:10])=[N:6][CH:7]=1.[S:21]1[CH:25]=[CH:24][CH:23]=[C:22]1OB(O)O.C(=O)([O-])[O-].[Na+].[Na+].